Dataset: Catalyst prediction with 721,799 reactions and 888 catalyst types from USPTO. Task: Predict which catalyst facilitates the given reaction. (1) Reactant: C([O-])([O-])=O.[K+].[K+].Br[CH2:8][C:9]1[CH:14]=[CH:13][CH:12]=[CH:11][C:10]=1[Cl:15].[CH3:16][C:17]1[N:21]2[C:22]3[CH:28]=[C:27]([CH3:29])[NH:26][C:23]=3[CH:24]=[CH:25][C:20]2=[N:19][N:18]=1. Product: [Cl:15][C:10]1[CH:11]=[CH:12][CH:13]=[CH:14][C:9]=1[CH2:8][N:26]1[C:23]2[CH:24]=[CH:25][C:20]3[N:21]([C:17]([CH3:16])=[N:18][N:19]=3)[C:22]=2[CH:28]=[C:27]1[CH3:29]. The catalyst class is: 726. (2) Reactant: [C:1]([O:5][CH2:6][CH3:7])(=[O:4])[CH:2]=O.[C:8]([O:12][C:13]([NH:15][NH2:16])=[O:14])([CH3:11])([CH3:10])[CH3:9]. Product: [CH2:6]([O:5][C:1](=[O:4])[CH:2]=[N:16][NH:15][C:13]([O:12][C:8]([CH3:11])([CH3:10])[CH3:9])=[O:14])[CH3:7]. The catalyst class is: 12. (3) Reactant: [NH2:1][C:2]1[CH:7]=[CH:6][CH:5]=[CH:4][C:3]=1[S:8]([NH2:11])(=[O:10])=[O:9].[Cl:12][C:13]1[CH:18]=[CH:17][CH:16]=[CH:15][C:14]=1[CH:19]=[CH:20][S:21](Cl)(=[O:23])=[O:22]. Product: [Cl:12][C:13]1[CH:18]=[CH:17][CH:16]=[CH:15][C:14]=1[CH:19]=[CH:20][S:21]([NH:1][C:2]1[CH:7]=[CH:6][CH:5]=[CH:4][C:3]=1[S:8]([NH2:11])(=[O:9])=[O:10])(=[O:23])=[O:22]. The catalyst class is: 17. (4) Reactant: [CH2:1]([O:8][C:9]1[N:14]=[C:13](Cl)[N:12]=[C:11]([Cl:16])[N:10]=1)[C:2]1[CH:7]=[CH:6][CH:5]=[CH:4][CH:3]=1.[C:17]([NH2:26])([C:20]1[CH:25]=[CH:24][CH:23]=[CH:22][CH:21]=1)([CH3:19])[CH3:18].CCN(C(C)C)C(C)C. Product: [CH2:1]([O:8][C:9]1[N:10]=[C:11]([Cl:16])[N:12]=[C:13]([NH:26][C:17]([CH3:19])([C:20]2[CH:25]=[CH:24][CH:23]=[CH:22][CH:21]=2)[CH3:18])[N:14]=1)[C:2]1[CH:3]=[CH:4][CH:5]=[CH:6][CH:7]=1. The catalyst class is: 20. (5) Reactant: Br.[CH2:2]([N:4]1[CH2:8][CH2:7][C@H:6]([C:9]([C:19]2[CH:24]=[CH:23][CH:22]=[CH:21][CH:20]=2)([C:13]2[CH:18]=[CH:17][CH:16]=[CH:15][CH:14]=2)[C:10]([OH:12])=O)[CH2:5]1)[CH3:3].[Na+].[I-:26].C(OC(=O)C)(=O)C. Product: [CH2:2]([N:4]1[CH2:5][C@H:6]([CH2:7][CH2:8][I:26])[C:9]([C:19]2[CH:20]=[CH:21][CH:22]=[CH:23][CH:24]=2)([C:13]2[CH:14]=[CH:15][CH:16]=[CH:17][CH:18]=2)[C:10]1=[O:12])[CH3:3]. The catalyst class is: 131. (6) Reactant: [O:1]=[C:2]1[C:11]2[C:6](=[CH:7][CH:8]=[CH:9][CH:10]=2)[NH:5][CH:4]=[C:3]1[C:12]([NH:14][C:15]1[CH:20]=[C:19]([NH:21][S:22]([CH:25]=[CH2:26])(=[O:24])=[O:23])[CH:18]=[C:17]([C:27]([F:30])([F:29])[F:28])[CH:16]=1)=[O:13].[NH:31]1[CH2:36][CH2:35][CH2:34][CH2:33][CH2:32]1.C(Cl)Cl. Product: [O:1]=[C:2]1[C:11]2[C:6](=[CH:7][CH:8]=[CH:9][CH:10]=2)[NH:5][CH:4]=[C:3]1[C:12]([NH:14][C:15]1[CH:16]=[C:17]([C:27]([F:29])([F:30])[F:28])[CH:18]=[C:19]([NH:21][S:22]([CH2:25][CH2:26][N:31]2[CH2:36][CH2:35][CH2:34][CH2:33][CH2:32]2)(=[O:24])=[O:23])[CH:20]=1)=[O:13]. The catalyst class is: 32. (7) Reactant: [CH2:1]([O:8][C:9](Cl)=[O:10])[C:2]1[CH:7]=[CH:6][CH:5]=[CH:4][CH:3]=1.C(N(CC)CC)C.[CH2:19]([NH:21][CH2:22][CH2:23][OH:24])[CH3:20]. Product: [CH2:19]([N:21]([CH2:22][CH2:23][OH:24])[C:9](=[O:10])[O:8][CH2:1][C:2]1[CH:7]=[CH:6][CH:5]=[CH:4][CH:3]=1)[CH3:20]. The catalyst class is: 2. (8) Reactant: S(=O)(=O)(O)O.[NH2:6][C:7]1[CH:8]=[N:9][N:10]([CH3:13])[C:11]=1[NH2:12].[OH-].[Na+].O1CCOCC1.Cl[C:23]([O:25][C:26]1[CH:31]=[CH:30][CH:29]=[CH:28][CH:27]=1)=[O:24]. Product: [NH2:12][C:11]1[N:10]([CH3:13])[N:9]=[CH:8][C:7]=1[NH:6][C:23]([O:25][C:26]1[CH:31]=[CH:30][CH:29]=[CH:28][CH:27]=1)=[O:24]. The catalyst class is: 6. (9) Product: [NH2:1][C:2]1[S:6][C:5]([C:7]([NH:16][CH3:15])=[O:9])=[N:4][N:3]=1. The catalyst class is: 5. Reactant: [NH2:1][C:2]1[S:6][C:5]([C:7]([O:9]CC)=O)=[N:4][N:3]=1.C(O)C.[CH3:15][NH2:16]. (10) Reactant: Cl[C:2]1[N:11]=[C:10]([C:12]2[CH:17]=[CH:16][CH:15]=[CH:14][CH:13]=2)[C:9]2[C:4](=[CH:5][CH:6]=[C:7]([Cl:18])[CH:8]=2)[N:3]=1.Cl.[CH2:20]([O:22][C:23](=[O:26])[CH2:24][NH2:25])[CH3:21].CN(C=O)C.C(N(CC)CC)C. The catalyst class is: 6. Product: [Cl:18][C:7]1[CH:8]=[C:9]2[C:4](=[CH:5][CH:6]=1)[N:3]=[C:2]([NH:25][CH2:24][C:23]([O:22][CH2:20][CH3:21])=[O:26])[N:11]=[C:10]2[C:12]1[CH:17]=[CH:16][CH:15]=[CH:14][CH:13]=1.